This data is from NCI-60 drug combinations with 297,098 pairs across 59 cell lines. The task is: Regression. Given two drug SMILES strings and cell line genomic features, predict the synergy score measuring deviation from expected non-interaction effect. (1) Drug 1: C1CN(CCN1C(=O)CCBr)C(=O)CCBr. Drug 2: CC1C(C(CC(O1)OC2CC(CC3=C2C(=C4C(=C3O)C(=O)C5=C(C4=O)C(=CC=C5)OC)O)(C(=O)CO)O)N)O.Cl. Cell line: HCT-15. Synergy scores: CSS=31.6, Synergy_ZIP=-8.53, Synergy_Bliss=-5.02, Synergy_Loewe=-2.08, Synergy_HSA=-0.548. (2) Drug 1: CN(C)C1=NC(=NC(=N1)N(C)C)N(C)C. Drug 2: CCCS(=O)(=O)NC1=C(C(=C(C=C1)F)C(=O)C2=CNC3=C2C=C(C=N3)C4=CC=C(C=C4)Cl)F. Cell line: EKVX. Synergy scores: CSS=-4.21, Synergy_ZIP=2.18, Synergy_Bliss=-0.874, Synergy_Loewe=-2.83, Synergy_HSA=-3.70. (3) Drug 1: CC1=C(C(CCC1)(C)C)C=CC(=CC=CC(=CC(=O)O)C)C. Drug 2: CC1=C(C=C(C=C1)NC(=O)C2=CC=C(C=C2)CN3CCN(CC3)C)NC4=NC=CC(=N4)C5=CN=CC=C5. Cell line: RXF 393. Synergy scores: CSS=8.62, Synergy_ZIP=-4.62, Synergy_Bliss=-1.85, Synergy_Loewe=0.818, Synergy_HSA=1.01. (4) Drug 1: C1=C(C(=O)NC(=O)N1)N(CCCl)CCCl. Drug 2: CCC1(CC2CC(C3=C(CCN(C2)C1)C4=CC=CC=C4N3)(C5=C(C=C6C(=C5)C78CCN9C7C(C=CC9)(C(C(C8N6C)(C(=O)OC)O)OC(=O)C)CC)OC)C(=O)OC)O.OS(=O)(=O)O. Cell line: SNB-19. Synergy scores: CSS=27.7, Synergy_ZIP=-7.87, Synergy_Bliss=-4.22, Synergy_Loewe=-15.9, Synergy_HSA=-1.83. (5) Drug 1: CNC(=O)C1=CC=CC=C1SC2=CC3=C(C=C2)C(=NN3)C=CC4=CC=CC=N4. Drug 2: CC1=CC=C(C=C1)C2=CC(=NN2C3=CC=C(C=C3)S(=O)(=O)N)C(F)(F)F. Cell line: NCI/ADR-RES. Synergy scores: CSS=2.52, Synergy_ZIP=0.308, Synergy_Bliss=2.41, Synergy_Loewe=2.34, Synergy_HSA=1.75. (6) Drug 1: CN1CCC(CC1)COC2=C(C=C3C(=C2)N=CN=C3NC4=C(C=C(C=C4)Br)F)OC. Drug 2: CC1=C(C(=CC=C1)Cl)NC(=O)C2=CN=C(S2)NC3=CC(=NC(=N3)C)N4CCN(CC4)CCO. Cell line: SNB-19. Synergy scores: CSS=9.29, Synergy_ZIP=1.46, Synergy_Bliss=5.25, Synergy_Loewe=4.03, Synergy_HSA=4.94. (7) Drug 1: CN(C)N=NC1=C(NC=N1)C(=O)N. Drug 2: CC1=C(C=C(C=C1)C(=O)NC2=CC(=CC(=C2)C(F)(F)F)N3C=C(N=C3)C)NC4=NC=CC(=N4)C5=CN=CC=C5. Cell line: BT-549. Synergy scores: CSS=-8.31, Synergy_ZIP=3.70, Synergy_Bliss=1.56, Synergy_Loewe=-5.30, Synergy_HSA=-4.96. (8) Drug 1: CCCS(=O)(=O)NC1=C(C(=C(C=C1)F)C(=O)C2=CNC3=C2C=C(C=N3)C4=CC=C(C=C4)Cl)F. Drug 2: CC1=C2C(C(=O)C3(C(CC4C(C3C(C(C2(C)C)(CC1OC(=O)C(C(C5=CC=CC=C5)NC(=O)OC(C)(C)C)O)O)OC(=O)C6=CC=CC=C6)(CO4)OC(=O)C)OC)C)OC. Cell line: SK-OV-3. Synergy scores: CSS=42.1, Synergy_ZIP=2.58, Synergy_Bliss=2.01, Synergy_Loewe=-28.1, Synergy_HSA=1.64. (9) Drug 1: C1=CC(=CC=C1C#N)C(C2=CC=C(C=C2)C#N)N3C=NC=N3. Drug 2: CC12CCC3C(C1CCC2OP(=O)(O)O)CCC4=C3C=CC(=C4)OC(=O)N(CCCl)CCCl.[Na+]. Cell line: COLO 205. Synergy scores: CSS=6.48, Synergy_ZIP=8.30, Synergy_Bliss=5.13, Synergy_Loewe=-1.57, Synergy_HSA=-1.01. (10) Drug 1: CN(C)N=NC1=C(NC=N1)C(=O)N. Drug 2: C1C(C(OC1N2C=NC3=C(N=C(N=C32)Cl)N)CO)O. Cell line: HS 578T. Synergy scores: CSS=-3.35, Synergy_ZIP=0.521, Synergy_Bliss=-0.198, Synergy_Loewe=-3.10, Synergy_HSA=-3.21.